Dataset: Reaction yield outcomes from USPTO patents with 853,638 reactions. Task: Predict the reaction yield, written as a fraction of the theoretical maximum amount of product (1.0 means a 100% yield; for example, 0.34 means a 34% yield). (1) The product is [C:39]([NH:38][C:36]1[CH:35]=[CH:34][N:33]=[C:32]([C:9]2[CH:14]=[N:13][C:12]([N:15]3[C:23]4[C:18](=[CH:19][CH:20]=[C:21]([C:24]([O:26][CH3:27])=[O:25])[CH:22]=4)[C:17]4([CH2:29][CH2:28]4)[CH2:16]3)=[N:11][CH:10]=2)[CH:37]=1)(=[O:41])[CH3:40]. The reactants are CC1(C)C(C)(C)OB([C:9]2[CH:10]=[N:11][C:12]([N:15]3[C:23]4[C:18](=[CH:19][CH:20]=[C:21]([C:24]([O:26][CH3:27])=[O:25])[CH:22]=4)[C:17]4([CH2:29][CH2:28]4)[CH2:16]3)=[N:13][CH:14]=2)O1.Br[C:32]1[CH:37]=[C:36]([NH:38][C:39](=[O:41])[CH3:40])[CH:35]=[CH:34][N:33]=1.C([O-])([O-])=O.[K+].[K+]. The catalyst is O1CCOCC1.C1C=CC([P]([Pd]([P](C2C=CC=CC=2)(C2C=CC=CC=2)C2C=CC=CC=2)([P](C2C=CC=CC=2)(C2C=CC=CC=2)C2C=CC=CC=2)[P](C2C=CC=CC=2)(C2C=CC=CC=2)C2C=CC=CC=2)(C2C=CC=CC=2)C2C=CC=CC=2)=CC=1. The yield is 0.430. (2) The reactants are [N:1]1[CH:6]=[CH:5][C:4]([C:7]2[CH:8]=[N:9][C:10]3[C:15]([CH:16]=2)=[CH:14][CH:13]=[CH:12][CH:11]=3)=[CH:3][CH:2]=1. The catalyst is C(O)C.[Pt]=O. The product is [N:1]1[CH:6]=[CH:5][C:4]([CH:7]2[CH2:16][C:15]3[C:10](=[CH:11][CH:12]=[CH:13][CH:14]=3)[NH:9][CH2:8]2)=[CH:3][CH:2]=1. The yield is 0.400.